This data is from Forward reaction prediction with 1.9M reactions from USPTO patents (1976-2016). The task is: Predict the product of the given reaction. (1) Given the reactants C([O:4][CH2:5][CH2:6][CH2:7][CH2:8][N:9]1[C:17]2[C:12](=[N:13][C:14]([NH:19][C:20]3[CH:25]=[CH:24][C:23]([CH3:26])=[C:22]([CH2:27][CH3:28])[CH:21]=3)=[N:15][C:16]=2Cl)[N:11]=[CH:10]1)(=O)C.[OH-:29].[Na+], predict the reaction product. The product is: [OH:4][CH2:5][CH2:6][CH2:7][CH2:8][N:9]1[C:17]2[C:16](=[O:29])[NH:15][C:14]([NH:19][C:20]3[CH:25]=[CH:24][C:23]([CH3:26])=[C:22]([CH2:27][CH3:28])[CH:21]=3)=[N:13][C:12]=2[N:11]=[CH:10]1. (2) Given the reactants [Br:1][C:2]1[CH:7]=[C:6]([CH3:8])[C:5]([O:9][CH3:10])=[CH:4][C:3]=1[NH:11][C:12](=[O:16])[CH:13]([CH3:15])[CH3:14].[OH-].[K+].[CH3:19][O:20][C:21]1[CH:28]=[CH:27][C:24]([CH2:25]Cl)=[CH:23][CH:22]=1.O, predict the reaction product. The product is: [Br:1][C:2]1[CH:7]=[C:6]([CH3:8])[C:5]([O:9][CH3:10])=[CH:4][C:3]=1[N:11]([CH2:25][C:24]1[CH:27]=[CH:28][C:21]([O:20][CH3:19])=[CH:22][CH:23]=1)[C:12](=[O:16])[CH:13]([CH3:14])[CH3:15]. (3) Given the reactants [CH3:1][O:2][C:3]1[CH:11]=[CH:10][CH:9]=[CH:8][C:4]=1[C:5]([OH:7])=[O:6].[S:12]([Cl:16])(=O)(=[O:14])[OH:13], predict the reaction product. The product is: [Cl:16][S:12]([C:9]1[CH:10]=[CH:11][C:3]([O:2][CH3:1])=[C:4]([CH:8]=1)[C:5]([OH:7])=[O:6])(=[O:14])=[O:13]. (4) Given the reactants Cl.[Cl:2][C:3]1[CH:21]=[CH:20][CH:19]=[CH:18][C:4]=1[CH:5]([O:13][CH:14]1[CH2:17][NH:16][CH2:15]1)[C:6]1[CH:11]=[CH:10][CH:9]=[CH:8][C:7]=1[Cl:12].[C:22]([N:26]=[C:27]=[O:28])([CH3:25])([CH3:24])[CH3:23].C(N(CC)CC)C, predict the reaction product. The product is: [Cl:12][C:7]1[CH:8]=[CH:9][CH:10]=[CH:11][C:6]=1[CH:5]([O:13][CH:14]1[CH2:17][N:16]([C:27]([NH:26][C:22]([CH3:25])([CH3:24])[CH3:23])=[O:28])[CH2:15]1)[C:4]1[CH:18]=[CH:19][CH:20]=[CH:21][C:3]=1[Cl:2]. (5) The product is: [CH:1]([C@H:14]1[O:19][CH2:18][C@@H:17]([NH:20][CH2:26][C:25]2[CH:28]=[CH:29][C:22]([Br:21])=[CH:23][CH:24]=2)[CH2:16][CH2:15]1)([C:8]1[CH:13]=[CH:12][CH:11]=[CH:10][CH:9]=1)[C:2]1[CH:3]=[CH:4][CH:5]=[CH:6][CH:7]=1. Given the reactants [CH:1]([C@H:14]1[O:19][CH2:18][C@@H:17]([NH2:20])[CH2:16][CH2:15]1)([C:8]1[CH:13]=[CH:12][CH:11]=[CH:10][CH:9]=1)[C:2]1[CH:7]=[CH:6][CH:5]=[CH:4][CH:3]=1.[Br:21][C:22]1[CH:29]=[CH:28][C:25]([CH:26]=O)=[CH:24][CH:23]=1.C(O)(=O)C.[BH3-]C#N.[Na+], predict the reaction product. (6) Given the reactants [C:1]1([C:7]2[C:15]3[CH:14]=[C:13]([C:16]([O-:18])=[O:17])[S:12][C:11]=3[CH:10]=[CH:9][CH:8]=2)[CH:6]=[CH:5][CH:4]=[CH:3][CH:2]=1.O.[OH-].[Li+].O, predict the reaction product. The product is: [C:1]1([C:7]2[C:15]3[CH:14]=[C:13]([C:16]([OH:18])=[O:17])[S:12][C:11]=3[CH:10]=[CH:9][CH:8]=2)[CH:2]=[CH:3][CH:4]=[CH:5][CH:6]=1. (7) Given the reactants [Cl:1][C:2]1[C:7](=[O:8])[N:6]([C:9]2[CH:10]=[C:11]([CH:19]=[CH:20][C:21]=2[CH3:22])[C:12]([NH:14][CH2:15][C:16]([NH2:18])=[O:17])=[O:13])[CH:5]=[N:4][C:3]=1[O:23][CH2:24][C:25]1[CH:30]=[CH:29][C:28]([F:31])=[CH:27][C:26]=1[F:32].Cl.N[CH2:35]C(N)=O, predict the reaction product. The product is: [NH2:18][C:16]([C@H:15]([NH:14][C:12](=[O:13])[C:11]1[CH:19]=[CH:20][C:21]([CH3:22])=[C:9]([N:6]2[C:7](=[O:8])[C:2]([Cl:1])=[C:3]([O:23][CH2:24][C:25]3[CH:30]=[CH:29][C:28]([F:31])=[CH:27][C:26]=3[F:32])[N:4]=[CH:5]2)[CH:10]=1)[CH3:35])=[O:17]. (8) Given the reactants C(C1C=[CH:5][C:6](O)=[C:7](C=1)[C:8]([NH2:10])=O)=O.[OH-].[K+].[C:15]([OH:18])(=[O:17])C.[C:19]([OH:22])(=O)[CH3:20].I[C:24]1C=CC=CC=1.Cl, predict the reaction product. The product is: [O:17]=[C:15]1[NH:10][C:8]2[CH:24]=[C:20]([CH:19]=[O:22])[CH:5]=[CH:6][C:7]=2[O:18]1. (9) The product is: [CH3:1][O:2][C:3](=[O:11])[C:4]1[CH:9]=[CH:8][C:7](/[N:10]=[CH:15]/[C:14]2[CH:17]=[CH:18][C:19]([F:21])=[CH:20][C:13]=2[F:12])=[CH:6][CH:5]=1. Given the reactants [CH3:1][O:2][C:3](=[O:11])[C:4]1[CH:9]=[CH:8][C:7]([NH2:10])=[CH:6][CH:5]=1.[F:12][C:13]1[CH:20]=[C:19]([F:21])[CH:18]=[CH:17][C:14]=1[CH:15]=O, predict the reaction product. (10) Given the reactants [Cl:1][C:2]1[CH:7]=[CH:6][C:5]([CH:8]2[C:13]3[N:14]4[N:19]=[C:18]([CH3:20])[S:17][C:15]4=[N:16][C:12]=3[CH2:11][CH2:10][N:9]2[C:21](=[O:32])[CH2:22][O:23][C:24]2[C:25]([Cl:31])=[N:26][C:27](I)=[CH:28][CH:29]=2)=[C:4]([F:33])[CH:3]=1.[CH3:34][C@H:35]1[CH2:40][C@H:39]([CH3:41])[CH2:38][NH:37][CH2:36]1, predict the reaction product. The product is: [Cl:1][C:2]1[CH:7]=[CH:6][C:5]([CH:8]2[C:13]3[N:14]4[N:19]=[C:18]([CH3:20])[S:17][C:15]4=[N:16][C:12]=3[CH2:11][CH2:10][N:9]2[C:21](=[O:32])[CH2:22][O:23][C:24]2[C:25]([Cl:31])=[N:26][C:27]([N:37]3[CH2:38][C@@H:39]([CH3:41])[CH2:40][C@H:35]([CH3:34])[CH2:36]3)=[CH:28][CH:29]=2)=[C:4]([F:33])[CH:3]=1.